Predict the product of the given reaction. From a dataset of Forward reaction prediction with 1.9M reactions from USPTO patents (1976-2016). (1) Given the reactants [CH2:1]([O:8][C:9]([N:11]1[CH2:15][C:14]([F:17])([F:16])[CH2:13][C@H:12]1[C:18]([NH2:20])=O)=[O:10])[C:2]1[CH:7]=[CH:6][CH:5]=[CH:4][CH:3]=1.C(N(CC)CC)C.FC(F)(F)C(OC(=O)C(F)(F)F)=O, predict the reaction product. The product is: [CH2:1]([O:8][C:9]([N:11]1[CH2:15][C:14]([F:17])([F:16])[CH2:13][C@H:12]1[C:18]#[N:20])=[O:10])[C:2]1[CH:7]=[CH:6][CH:5]=[CH:4][CH:3]=1. (2) Given the reactants [CH3:1][O:2][CH2:3][CH:4]1[CH2:8][CH2:7][CH2:6][N:5]1[C:9]1[CH:14]=[CH:13][CH:12]=[C:11]([N+:15]([O-])=O)[CH:10]=1, predict the reaction product. The product is: [CH3:1][O:2][CH2:3][CH:4]1[CH2:8][CH2:7][CH2:6][N:5]1[C:9]1[CH:10]=[C:11]([CH:12]=[CH:13][CH:14]=1)[NH2:15]. (3) Given the reactants [Si:1]([O:8][CH2:9][C:10]1[CH:11]=[CH:12][C:13]([O:28][CH3:29])=[C:14]([C:16]2(O)[C:24]3[C:19](=[CH:20][CH:21]=[C:22]([Cl:25])[CH:23]=3)[NH:18][C:17]2=[O:26])[CH:15]=1)([C:4]([CH3:7])([CH3:6])[CH3:5])([CH3:3])[CH3:2].FC(F)(F)C(O)=O.[OH:37][C@H:38]1[CH2:42][NH:41][C@H:40]([C:43]([N:45]([CH3:47])[CH3:46])=[O:44])[CH2:39]1, predict the reaction product. The product is: [Si:1]([O:8][CH2:9][C:10]1[CH:11]=[CH:12][C:13]([O:28][CH3:29])=[C:14]([C:16]2([N:41]3[CH2:42][C@H:38]([OH:37])[CH2:39][C@H:40]3[C:43]([N:45]([CH3:47])[CH3:46])=[O:44])[C:24]3[C:19](=[CH:20][CH:21]=[C:22]([Cl:25])[CH:23]=3)[NH:18][C:17]2=[O:26])[CH:15]=1)([C:4]([CH3:5])([CH3:6])[CH3:7])([CH3:3])[CH3:2].